This data is from Reaction yield outcomes from USPTO patents with 853,638 reactions. The task is: Predict the reaction yield, written as a fraction of the theoretical maximum amount of product (1.0 means a 100% yield; for example, 0.34 means a 34% yield). (1) The product is [Br:1][C:2]1[CH:3]=[C:4]([CH3:9])[C:5]([NH2:6])=[C:7]([N+:17]([O-:19])=[O:18])[CH:8]=1. The reactants are [Br:1][C:2]1[CH:8]=[CH:7][C:5]([NH2:6])=[C:4]([CH3:9])[CH:3]=1.C(OC(=O)C)(=O)C.[N+:17]([O-])([OH:19])=[O:18].O. The yield is 0.350. The catalyst is C(OCC)(=O)C. (2) The reactants are [C:1]([O:5][C:6]([N:8]1[CH2:13][CH2:12][CH:11]([OH:14])[CH2:10][CH2:9]1)=[O:7])([CH3:4])([CH3:3])[CH3:2].[H-].[Na+].[Cl:17][C:18]1[CH:23]=[C:22](Cl)[N:21]=[CH:20][N:19]=1. The catalyst is C1COCC1. The yield is 0.290. The product is [C:1]([O:5][C:6]([N:8]1[CH2:13][CH2:12][CH:11]([O:14][C:22]2[CH:23]=[C:18]([Cl:17])[N:19]=[CH:20][N:21]=2)[CH2:10][CH2:9]1)=[O:7])([CH3:4])([CH3:2])[CH3:3]. (3) The reactants are Br[C:2]1[CH:12]=[CH:11][C:5]([C:6]([N:8]([CH3:10])[CH3:9])=[O:7])=[CH:4][CH:3]=1.[CH3:13][O:14][C:15]([C:17]1[CH:27]=[C:26]([OH:28])[C:20]2[CH2:21][C:22]([CH3:25])([CH3:24])[O:23][C:19]=2[CH:18]=1)=[O:16].[O-]P([O-])([O-])=O.[K+].[K+].[K+]. The catalyst is C1(C)C=CC=CC=1.CC([O-])=O.CC([O-])=O.[Pd+2]. The product is [CH3:13][O:14][C:15]([C:17]1[CH:27]=[C:26]([O:28][C:2]2[CH:12]=[CH:11][C:5]([C:6](=[O:7])[N:8]([CH3:10])[CH3:9])=[CH:4][CH:3]=2)[C:20]2[CH2:21][C:22]([CH3:25])([CH3:24])[O:23][C:19]=2[CH:18]=1)=[O:16]. The yield is 0.800. (4) The reactants are [N:1]([CH:4]([CH3:14])[CH2:5][NH:6][C:7](=[O:13])[O:8][C:9]([CH3:12])([CH3:11])[CH3:10])=[N+]=[N-]. The catalyst is CO.[Pd]. The product is [NH2:1][CH:4]([CH3:14])[CH2:5][NH:6][C:7](=[O:13])[O:8][C:9]([CH3:11])([CH3:10])[CH3:12]. The yield is 0.837. (5) The reactants are N.[CH3:2][O:3][C:4]1[CH:5]=[C:6]2[C:11](=[CH:12][C:13]=1[O:14][CH2:15][CH:16]1[CH2:21][CH2:20][N:19]([CH3:22])[CH2:18][CH2:17]1)[N:10]=[CH:9][N:8](COC(=O)C(C)(C)C)[C:7]2=[O:31]. The catalyst is CO.C(Cl)Cl. The product is [CH3:2][O:3][C:4]1[CH:5]=[C:6]2[C:11](=[CH:12][C:13]=1[O:14][CH2:15][CH:16]1[CH2:21][CH2:20][N:19]([CH3:22])[CH2:18][CH2:17]1)[N:10]=[CH:9][NH:8][C:7]2=[O:31]. The yield is 0.830.